The task is: Predict the product of the given reaction.. This data is from Forward reaction prediction with 1.9M reactions from USPTO patents (1976-2016). (1) Given the reactants O1CCCC1.B.[Br:7][C:8]1[CH:9]=[CH:10][C:11]2[CH2:17][CH2:16][CH2:15][C:14](=O)[NH:13][C:12]=2[CH:19]=1.BrC1C=C2C(CCCC2=O)=CC=1.CO, predict the reaction product. The product is: [Br:7][C:8]1[CH:9]=[CH:10][C:11]2[CH2:17][CH2:16][CH2:15][CH2:14][NH:13][C:12]=2[CH:19]=1. (2) Given the reactants O[CH2:2][CH2:3][CH:4]([C:7]1[CH:12]=[CH:11][CH:10]=[CH:9][C:8]=1[C:13]([F:16])([F:15])[F:14])[C:5]#[N:6].S(Cl)([Cl:19])=O.O, predict the reaction product. The product is: [Cl:19][CH2:2][CH2:3][CH:4]([C:7]1[CH:12]=[CH:11][CH:10]=[CH:9][C:8]=1[C:13]([F:16])([F:15])[F:14])[C:5]#[N:6]. (3) Given the reactants [Cl:1][C:2]1[CH:9]=[C:8]([N:10]([CH2:16][C:17]2[CH:22]=[CH:21][CH:20]=[CH:19][C:18]=2[CH3:23])[C@H:11]2[CH2:15][CH2:14][NH:13][CH2:12]2)[CH:7]=[CH:6][C:3]=1[C:4]#[N:5].[CH:24]([C:26]1[CH:34]=[CH:33][CH:32]=[CH:31][C:27]=1[C:28]([OH:30])=[O:29])=O, predict the reaction product. The product is: [Cl:1][C:2]1[CH:9]=[C:8]([N:10]([CH2:16][C:17]2[CH:22]=[CH:21][CH:20]=[CH:19][C:18]=2[CH3:23])[C@H:11]2[CH2:15][CH2:14][N:13]([CH2:24][C:26]3[CH:34]=[CH:33][CH:32]=[CH:31][C:27]=3[C:28]([OH:30])=[O:29])[CH2:12]2)[CH:7]=[CH:6][C:3]=1[C:4]#[N:5].